Dataset: Reaction yield outcomes from USPTO patents with 853,638 reactions. Task: Predict the reaction yield, written as a fraction of the theoretical maximum amount of product (1.0 means a 100% yield; for example, 0.34 means a 34% yield). The reactants are [NH2:1][C:2]1[C:11]([O:12][CH3:13])=[CH:10][CH:9]=[CH:8][C:3]=1[C:4]([O:6][CH3:7])=[O:5].[Br:14]N1C(=O)CCC1=O.O. The catalyst is CN(C=O)C. The product is [NH2:1][C:2]1[C:11]([O:12][CH3:13])=[CH:10][C:9]([Br:14])=[CH:8][C:3]=1[C:4]([O:6][CH3:7])=[O:5]. The yield is 0.860.